From a dataset of Full USPTO retrosynthesis dataset with 1.9M reactions from patents (1976-2016). Predict the reactants needed to synthesize the given product. (1) Given the product [CH3:1][O:2][C:3]([NH:4][CH:5]([CH:6]([CH3:8])[CH3:7])[C:9]([N:11]1[CH2:15][CH2:14][CH2:13][CH:12]1[C:16]1[NH:17][C:18]([C:21]2[CH:22]=[C:23]3[C:32]([C:31]4[CH:30]=[CH:29][C:28]([C:42](=[O:44])[CH2:43][O:77][C:76]([CH:75]5[CH:74]6[CH2:79][CH:71]([CH2:72][CH2:73]6)[N:70]5[C:68]([O:67][C:63]([CH3:66])([CH3:64])[CH3:65])=[O:69])=[O:78])=[CH:27][C:26]=4[CH2:25][CH2:24]3)=[CH:33][CH:34]=2)=[CH:19][N:20]=1)=[O:10])=[O:36].[C:63]([O:67][C:68]([N:70]1[CH:75]([C:76]([OH:78])=[O:77])[CH:74]2[CH2:79][CH:71]1[CH2:72][CH2:73]2)=[O:69])([CH3:66])([CH3:64])[CH3:65], predict the reactants needed to synthesize it. The reactants are: [CH3:1][O:2][C:3](=[O:36])[NH:4][CH:5]([C:9]([N:11]1[CH2:15][CH2:14][CH2:13][CH:12]1[C:16]1[NH:17][C:18]([C:21]2[CH:34]=[CH:33][C:32]3[C:31]4[C:26](=[CH:27][C:28](Br)=[CH:29][CH:30]=4)[CH2:25][CH2:24][C:23]=3[CH:22]=2)=[CH:19][N:20]=1)=[O:10])[CH:6]([CH3:8])[CH3:7].C([Sn](CCCC)(CCCC)[C:42]([O:44]CC)=[CH2:43])CCC.C1C(=O)N(Br)C(=O)C1.[C:63]([O:67][C:68]([N:70]1[CH:75]([C:76]([OH:78])=[O:77])[CH:74]2[CH2:79][CH:71]1[CH2:72][CH2:73]2)=[O:69])([CH3:66])([CH3:65])[CH3:64].CCN(C(C)C)C(C)C. (2) The reactants are: [CH3:1][C:2]1[O:3][C:4]2[C:9]([C:10](=[O:12])[CH:11]=1)=[CH:8][CH:7]=[CH:6][C:5]=2[CH:13]=O.[C:15]([O:21][CH:22]1[CH2:25][CH2:24][CH2:23]1)(=[O:20])[CH2:16][C:17]([CH3:19])=[O:18]. Given the product [CH3:1][C:2]1[O:3][C:4]2[C:9]([C:10](=[O:12])[CH:11]=1)=[CH:8][CH:7]=[CH:6][C:5]=2[CH:13]=[C:16]([C:17](=[O:18])[CH3:19])[C:15]([O:21][CH:22]1[CH2:23][CH2:24][CH2:25]1)=[O:20], predict the reactants needed to synthesize it.